From a dataset of Reaction yield outcomes from USPTO patents with 853,638 reactions. Predict the reaction yield, written as a fraction of the theoretical maximum amount of product (1.0 means a 100% yield; for example, 0.34 means a 34% yield). (1) The reactants are [N:1]1([CH2:6][CH2:7][O:8][C:9]2[CH:10]=[C:11]3[C:16](=[CH:17][CH:18]=2)[C:15](=[O:19])[CH2:14][CH2:13][CH2:12]3)[CH:5]=[CH:4][N:3]=[CH:2]1.[CH:20](=O)[C:21]1[CH:26]=[CH:25][C:24]([O:27][CH3:28])=[CH:23][CH:22]=1. The catalyst is [OH-].[K+].CCO. The product is [N:1]1([CH2:6][CH2:7][O:8][C:9]2[CH:10]=[C:11]3[C:16](=[CH:17][CH:18]=2)[C:15](=[O:19])[C:14](=[CH:20][C:21]2[CH:26]=[CH:25][C:24]([O:27][CH3:28])=[CH:23][CH:22]=2)[CH2:13][CH2:12]3)[CH:5]=[CH:4][N:3]=[CH:2]1. The yield is 0.840. (2) The reactants are [CH3:1][CH2:2][CH2:3][CH:4]([NH2:8])[CH2:5][CH2:6][CH3:7].[N:9]([C:12]1[CH:17]=[CH:16][C:15]([O:18][CH3:19])=[CH:14][C:13]=1[O:20][CH3:21])=[C:10]=[O:11]. No catalyst specified. The product is [CH3:21][O:20][C:13]1[CH:14]=[C:15]([O:18][CH3:19])[CH:16]=[CH:17][C:12]=1[NH:9][C:10]([NH:8][CH:4]([CH2:5][CH2:6][CH3:7])[CH2:3][CH2:2][CH3:1])=[O:11]. The yield is 0.880. (3) The yield is 0.870. The reactants are [F:1][C:2]([F:20])([F:19])[C:3]1[CH:18]=[CH:17][C:6]([CH2:7][NH:8][C:9]2[N:14]=[CH:13][C:12]([CH:15]=[O:16])=[CH:11][CH:10]=2)=[CH:5][CH:4]=1.[C:21]([O:25][C:26](O[C:26]([O:25][C:21]([CH3:24])([CH3:23])[CH3:22])=[O:27])=[O:27])([CH3:24])([CH3:23])[CH3:22].C(N(CC)C(C)C)(C)C.C(N(CC)C1C=CN=CC=1)C. The catalyst is ClCCl. The product is [C:21]([O:25][C:26](=[O:27])[N:8]([C:9]1[CH:10]=[CH:11][C:12]([CH:15]=[O:16])=[CH:13][N:14]=1)[CH2:7][C:6]1[CH:17]=[CH:18][C:3]([C:2]([F:1])([F:19])[F:20])=[CH:4][CH:5]=1)([CH3:24])([CH3:23])[CH3:22]. (4) The yield is 0.0800. The reactants are Cl[C:2]1[N:6]2[CH:7]=[CH:8][C:9]([S:11]([N:14]([CH2:17][CH3:18])[CH2:15][CH3:16])(=[O:13])=[O:12])=[CH:10][C:5]2=[N:4][N:3]=1.[CH2:19]([NH2:24])[C:20]([CH3:23])([CH3:22])[CH3:21]. The catalyst is O. The product is [CH2:15]([N:14]([CH2:17][CH3:18])[S:11]([C:9]1[CH:8]=[CH:7][N:6]2[C:2]([NH:24][CH2:19][C:20]([CH3:23])([CH3:22])[CH3:21])=[N:3][N:4]=[C:5]2[CH:10]=1)(=[O:13])=[O:12])[CH3:16]. (5) The reactants are [C:1]12([O:11][CH2:12][CH2:13][O:14][CH2:15][CH2:16][O:17][CH2:18][CH2:19][O:20][CH2:21][CH2:22][O:23][CH2:24][CH2:25][O:26][CH2:27][CH2:28][OH:29])[CH2:10][CH:5]3[CH2:6][CH:7]([CH2:9][CH:3]([CH2:4]3)[CH2:2]1)[CH2:8]2.C(N(CC)CC)C.[CH3:37][S:38](Cl)(=[O:40])=[O:39]. The catalyst is C(Cl)Cl.C(O)(=O)CC(CC(O)=O)(C(O)=O)O. The product is [CH3:37][S:38]([O:29][CH2:28][CH2:27][O:26][CH2:25][CH2:24][O:23][CH2:22][CH2:21][O:20][CH2:19][CH2:18][O:17][CH2:16][CH2:15][O:14][CH2:13][CH2:12][O:11][C:1]12[CH2:10][CH:5]3[CH2:4][CH:3]([CH2:9][CH:7]([CH2:6]3)[CH2:8]1)[CH2:2]2)(=[O:40])=[O:39]. The yield is 0.410. (6) The reactants are [CH3:1][N:2]1[CH2:6][CH2:5][CH:4]([OH:7])[CH2:3]1.C1(P(C2C=CC=CC=2)C2C=CC=CC=2)C=CC=CC=1.[Cl:27][C:28]1[CH:33]=[CH:32][C:31]([C:34]2[N:39]=[C:38]([C:40]([O:42][CH2:43][CH3:44])=[O:41])[CH:37]=[CH:36][C:35]=2[C:45]2[C:50]([O:51][CH3:52])=[CH:49][CH:48]=[CH:47][C:46]=2[O:53][CH3:54])=[CH:30][C:29]=1O.CC(OC(/N=N/C(OC(C)C)=O)=O)C. The catalyst is C1COCC1.CCOC(C)=O. The product is [Cl:27][C:28]1[CH:29]=[CH:30][C:31]([C:34]2[N:39]=[C:38]([C:40]([O:42][CH2:43][CH3:44])=[O:41])[CH:37]=[CH:36][C:35]=2[C:45]2[C:50]([O:51][CH3:52])=[CH:49][CH:48]=[CH:47][C:46]=2[O:53][CH3:54])=[CH:32][C:33]=1[O:7][CH:4]1[CH2:5][CH2:6][N:2]([CH3:1])[CH2:3]1. The yield is 0.700. (7) The reactants are CC1C=CC(S(O[CH2:12][CH:13]2[CH2:17][C:16]3[CH:18]=[CH:19][CH:20]=[C:21](OS(C(F)(F)F)(=O)=O)[C:15]=3[O:14]2)(=O)=O)=CC=1.[O:30]1[C:34]2[CH:35]=[CH:36][CH:37]=[CH:38][C:33]=2[CH:32]=[C:31]1B(O)O.P([O-])([O-])([O-])=O.[K+].[K+].[K+].CC1C=CC(S(OCC2CC3C=CC=C(C4OC5C=CC=CC=5C=4)C=3O2)(=O)=O)=CC=1.S(C1C=CC(C)=CC=1)([O-])(=O)=O.[N-:91]=[N+]=[N-].[Na+].N(CC1CC2C=CC=C(C3OC4C=CC=CC=4C=3)C=2O1)=[N+]=[N-].[N-]=[N+]=[N-]. The catalyst is [Pd].C1C=CC([P]([Pd]([P](C2C=CC=CC=2)(C2C=CC=CC=2)C2C=CC=CC=2)([P](C2C=CC=CC=2)(C2C=CC=CC=2)C2C=CC=CC=2)[P](C2C=CC=CC=2)(C2C=CC=CC=2)C2C=CC=CC=2)(C2C=CC=CC=2)C2C=CC=CC=2)=CC=1. The product is [O:30]1[C:34]2[CH:35]=[CH:36][CH:37]=[CH:38][C:33]=2[CH:32]=[C:31]1[C:21]1[C:15]2[O:14][CH:13]([CH2:12][NH2:91])[CH2:17][C:16]=2[CH:18]=[CH:19][CH:20]=1. The yield is 0.120. (8) The reactants are [Cl:1][C:2]1[CH:11]=[CH:10][C:5]([O:6][CH2:7][CH:8]=O)=[CH:4][CH:3]=1.[ClH:12].Cl.[NH2:14][CH2:15][CH2:16][NH:17][S:18]([C:21]1[C:22]2[CH:23]=[CH:24][N:25]=[CH:26][C:27]=2[CH:28]=[C:29]([C:31]2[CH:36]=[CH:35][CH:34]=[CH:33][CH:32]=2)[CH:30]=1)(=[O:20])=[O:19].CCN(CC)CC.[BH4-].[Na+]. The catalyst is CO. The product is [ClH:1].[ClH:12].[Cl:1][C:2]1[CH:11]=[CH:10][C:5]([O:6][CH2:7][CH2:8][NH:14][CH2:15][CH2:16][NH:17][S:18]([C:21]2[C:22]3[CH:23]=[CH:24][N:25]=[CH:26][C:27]=3[CH:28]=[C:29]([C:31]3[CH:36]=[CH:35][CH:34]=[CH:33][CH:32]=3)[CH:30]=2)(=[O:20])=[O:19])=[CH:4][CH:3]=1. The yield is 0.570. (9) The reactants are [N+:1]([C:4]1[CH:9]=[CH:8][CH:7]=[C:6]([OH:10])[C:5]=1[OH:11])([O-:3])=[O:2].C(=O)([O-])[O-].[K+].[K+].Br[CH2:19][CH2:20]Br.O. The catalyst is CN(C=O)C. The product is [N+:1]([C:4]1[C:5]2[O:11][CH2:20][CH2:19][O:10][C:6]=2[CH:7]=[CH:8][CH:9]=1)([O-:3])=[O:2]. The yield is 0.620. (10) The reactants are [C:1]1([C:7]2[CH:8]=[C:9]([C:31]3[CH:36]=[CH:35][C:34]([NH:37][S:38]([CH3:41])(=[O:40])=[O:39])=[CH:33][CH:32]=3)[CH:10]=[CH:11][C:12]=2[NH:13][C:14]([C:16]2[N:17](COCC[Si](C)(C)C)[CH:18]=[C:19]([C:21]#[N:22])[N:20]=2)=[O:15])[CH2:6][CH2:5][CH2:4][CH2:3][CH:2]=1. The catalyst is CCOC(C)=O.C(Cl)Cl. The product is [C:1]1([C:7]2[CH:8]=[C:9]([C:31]3[CH:32]=[CH:33][C:34]([NH:37][S:38]([CH3:41])(=[O:39])=[O:40])=[CH:35][CH:36]=3)[CH:10]=[CH:11][C:12]=2[NH:13][C:14]([C:16]2[NH:17][CH:18]=[C:19]([C:21]#[N:22])[N:20]=2)=[O:15])[CH2:6][CH2:5][CH2:4][CH2:3][CH:2]=1. The yield is 0.440.